Dataset: Forward reaction prediction with 1.9M reactions from USPTO patents (1976-2016). Task: Predict the product of the given reaction. (1) Given the reactants C(OC(=O)[NH:7][CH:8]1[CH2:13][CH2:12][N:11]([C:14](=[O:45])[CH:15]([N:22]2[C:26]3[CH:27]=[C:28]([C:31]#[N:32])[CH:29]=[CH:30][C:25]=3[N:24]([S:33]([C:36]3[CH:41]=[CH:40][C:39]([O:42][CH3:43])=[CH:38][CH:37]=3)(=[O:35])=[O:34])[C:23]2=[O:44])[C:16]2[CH:21]=[CH:20][CH:19]=[CH:18][CH:17]=2)[CH2:10][CH2:9]1)(C)(C)C.FC(F)(F)C(O)=O, predict the reaction product. The product is: [NH2:7][CH:8]1[CH2:9][CH2:10][N:11]([C:14](=[O:45])[CH:15]([N:22]2[C:26]3[CH:27]=[C:28]([C:31]#[N:32])[CH:29]=[CH:30][C:25]=3[N:24]([S:33]([C:36]3[CH:37]=[CH:38][C:39]([O:42][CH3:43])=[CH:40][CH:41]=3)(=[O:34])=[O:35])[C:23]2=[O:44])[C:16]2[CH:21]=[CH:20][CH:19]=[CH:18][CH:17]=2)[CH2:12][CH2:13]1. (2) The product is: [Cl:1][C:2]1[CH:10]=[C:9]2[C:5]([C:6]([C:12]3[N:13]=[C:14]4[C:20]([C:21]([NH:31][C:28]([CH:25]5[CH2:27][CH2:26]5)([CH3:30])[CH3:29])=[O:23])=[CH:19][NH:18][C:15]4=[N:16][CH:17]=3)=[N:7][N:8]2[CH3:11])=[CH:4][CH:3]=1. Given the reactants [Cl:1][C:2]1[CH:10]=[C:9]2[C:5]([C:6]([C:12]3[N:13]=[C:14]4[C:20]([C:21]([OH:23])=O)=[CH:19][NH:18][C:15]4=[N:16][CH:17]=3)=[N:7][N:8]2[CH3:11])=[CH:4][CH:3]=1.Cl.[CH:25]1([C:28]([NH2:31])([CH3:30])[CH3:29])[CH2:27][CH2:26]1.CCN=C=NCCCN(C)C.CCN(C(C)C)C(C)C.CN(C(ON1N=NC2C=CC=NC1=2)=[N+](C)C)C.F[P-](F)(F)(F)(F)F, predict the reaction product. (3) Given the reactants [I:1][C:2]1[C:7]([NH2:8])=[C:6]([I:9])[N:5]=[CH:4][N:3]=1.[H-].[Na+].[CH3:12]S(OC)(=O)=O.C(OCC)(=O)C, predict the reaction product. The product is: [I:1][C:2]1[C:7]([NH:8][CH3:12])=[C:6]([I:9])[N:5]=[CH:4][N:3]=1. (4) Given the reactants [CH3:1][O:2][C:3]([C:5]1[CH:10]=[C:9](Cl)[N:8]=[C:7]([Cl:12])[N:6]=1)=[O:4].[C:13]([O:17][C:18]([N:20]1[CH2:25][CH2:24][CH:23]([NH2:26])[CH2:22][CH2:21]1)=[O:19])([CH3:16])([CH3:15])[CH3:14], predict the reaction product. The product is: [CH3:1][O:2][C:3]([C:5]1[CH:10]=[C:9]([NH:26][CH:23]2[CH2:22][CH2:21][N:20]([C:18]([O:17][C:13]([CH3:16])([CH3:15])[CH3:14])=[O:19])[CH2:25][CH2:24]2)[N:8]=[C:7]([Cl:12])[N:6]=1)=[O:4]. (5) Given the reactants [NH:1]1[CH:5]=[CH:4][N:3]=[C:2]1[C:6](=[O:8])[CH3:7].CCN(C(C)C)C(C)C.[CH3:18][Si:19]([CH2:22][CH2:23][O:24][CH2:25]Cl)([CH3:21])[CH3:20].C(=O)(O)[O-].[Na+], predict the reaction product. The product is: [CH3:18][Si:19]([CH3:21])([CH3:20])[CH2:22][CH2:23][O:24][CH2:25][N:1]1[CH:5]=[CH:4][N:3]=[C:2]1[C:6](=[O:8])[CH3:7]. (6) Given the reactants C(OC(=O)[NH:7][C:8]1[CH:13]=[C:12]([N:14]([CH3:18])[CH2:15][CH2:16][CH3:17])C(C(F)(F)F)=[CH:10][C:9]=1[NH:23][C:24](=[O:47])[CH2:25][C:26](=O)[C:27]1[CH:32]=[CH:31][CH:30]=[C:29]([N:33]2[C:37]([CH2:38][O:39]C3CCCCO3)=[CH:36][N:35]=[N:34]2)[CH:28]=1)(C)(C)C.[C:49](O)([C:51]([F:54])([F:53])[F:52])=O, predict the reaction product. The product is: [OH:39][CH2:38][C:37]1[N:33]([C:29]2[CH:28]=[C:27]([C:26]3[CH2:25][C:24](=[O:47])[NH:23][C:9]4[CH:10]=[C:49]([C:51]([F:54])([F:53])[F:52])[C:12]([N:14]([CH3:18])[CH2:15][CH2:16][CH3:17])=[CH:13][C:8]=4[N:7]=3)[CH:32]=[CH:31][CH:30]=2)[N:34]=[N:35][CH:36]=1.